From a dataset of Full USPTO retrosynthesis dataset with 1.9M reactions from patents (1976-2016). Predict the reactants needed to synthesize the given product. (1) Given the product [C:1]([CH2:3][C:4]([NH:6][C:7]1[CH:16]=[C:15]2[C:10]([CH:11]=[C:12]([C:20]3[CH:25]=[C:24]([NH:26][C:27]([NH:38][C:39]4[CH:44]=[CH:43][CH:42]=[CH:41][CH:40]=4)=[O:35])[C:23]([F:36])=[CH:22][C:21]=3[F:37])[C:13](=[O:19])[N:14]2[CH2:17][CH3:18])=[CH:9][N:8]=1)=[O:5])#[N:2], predict the reactants needed to synthesize it. The reactants are: [C:1]([CH2:3][C:4]([NH:6][C:7]1[CH:16]=[C:15]2[C:10]([CH:11]=[C:12]([C:20]3[C:21]([F:37])=[CH:22][C:23]([F:36])=[C:24]([NH:26][C:27](=[O:35])OC4C=CC=CC=4)[CH:25]=3)[C:13](=[O:19])[N:14]2[CH2:17][CH3:18])=[CH:9][N:8]=1)=[O:5])#[N:2].[NH2:38][C:39]1[CH:44]=[CH:43][CH:42]=[CH:41][CH:40]=1. (2) Given the product [Cl:1][C:2]1[N:10]=[C:9]2[C:5]([N:6]=[CH:7][N:8]2[CH:11]2[CH2:15][CH2:14][O:13][CH2:12]2)=[C:4]([NH:20][CH2:17][CH2:18][CH3:19])[N:3]=1, predict the reactants needed to synthesize it. The reactants are: [Cl:1][C:2]1[N:10]=[C:9]2[C:5]([N:6]=[CH:7][N:8]2[CH:11]2[CH2:15][CH2:14][O:13][CH2:12]2)=[C:4](Cl)[N:3]=1.[CH2:17]([NH2:20])[CH2:18][CH3:19]. (3) The reactants are: [N+:1]([C:4]1[CH:9]=[CH:8][C:7]([C:10]2[CH:15]=[CH:14][CH:13]=[CH:12][CH:11]=2)=[CH:6][C:5]=1[OH:16])([O-])=O. Given the product [NH2:1][C:4]1[CH:9]=[CH:8][C:7]([C:10]2[CH:15]=[CH:14][CH:13]=[CH:12][CH:11]=2)=[CH:6][C:5]=1[OH:16], predict the reactants needed to synthesize it. (4) Given the product [NH2:1][C:2]1[C:10]2[C:5](=[CH:6][CH:7]=[CH:8][C:9]=2[F:11])[C:4]([C:19]2[CH:20]=[C:21]([CH3:27])[C:22](=[O:26])[N:23]([CH3:25])[CH:24]=2)([C:12]2[CH:17]=[CH:16][CH:15]=[C:14]([C:31]3[CH:32]=[N:33][CH:34]=[C:29]([Cl:28])[CH:30]=3)[CH:13]=2)[N:3]=1, predict the reactants needed to synthesize it. The reactants are: [NH2:1][C:2]1[C:10]2[C:5](=[CH:6][CH:7]=[CH:8][C:9]=2[F:11])[C:4]([C:19]2[CH:20]=[C:21]([CH3:27])[C:22](=[O:26])[N:23]([CH3:25])[CH:24]=2)([C:12]2[CH:17]=[CH:16][CH:15]=[C:14](Br)[CH:13]=2)[N:3]=1.[Cl:28][C:29]1[CH:30]=[C:31](B(O)O)[CH:32]=[N:33][CH:34]=1.C(=O)([O-])[O-].[K+].[K+].CN(C=O)C. (5) Given the product [CH:3]1([CH:9]([NH:14][C:15]([C:17]2[CH:22]=[CH:21][C:20]([CH3:23])=[CH:19][C:18]=2[NH:24][C:25]([NH:27][C:28]2[C:33]([CH3:34])=[CH:32][CH:31]=[CH:30][C:29]=2[CH3:35])=[O:26])=[O:16])[C:10]([OH:12])=[O:11])[CH2:8][CH2:7][CH2:6][CH2:5][CH2:4]1, predict the reactants needed to synthesize it. The reactants are: [OH-].[Li+].[CH:3]1([C@H:9]([NH:14][C:15]([C:17]2[CH:22]=[CH:21][C:20]([CH3:23])=[CH:19][C:18]=2[NH:24][C:25]([NH:27][C:28]2[C:33]([CH3:34])=[CH:32][CH:31]=[CH:30][C:29]=2[CH3:35])=[O:26])=[O:16])[C:10]([O:12]C)=[O:11])[CH2:8][CH2:7][CH2:6][CH2:5][CH2:4]1.CO.Cl. (6) Given the product [O:14]=[C:2]1[C:3]2([CH2:13][CH2:12][CH2:11][CH2:10]2)[C:4]2[C:9](=[CH:8][CH:7]=[CH:6][CH:5]=2)[N:1]1[C:44]([NH:43][CH2:42][CH:39]1[CH2:38][CH2:37][N:36]([CH2:35][C:29]2([C:27]([OH:26])=[O:28])[CH2:30][CH2:31][O:32][CH2:33][CH2:34]2)[CH2:41][CH2:40]1)=[O:45], predict the reactants needed to synthesize it. The reactants are: [NH:1]1[C:9]2[C:4](=[CH:5][CH:6]=[CH:7][CH:8]=2)[C:3]2([CH2:13][CH2:12][CH2:11][CH2:10]2)[C:2]1=[O:14].C(N(CC)CC)C.C([O:26][C:27]([C:29]1([CH2:35][N:36]2[CH2:41][CH2:40][CH:39]([CH2:42][NH2:43])[CH2:38][CH2:37]2)[CH2:34][CH2:33][O:32][CH2:31][CH2:30]1)=[O:28])(C)(C)C.[C:44]([O-])(O)=[O:45].[Na+]. (7) Given the product [CH:14]1[C:23]2[C:18](=[CH:19][CH:20]=[CH:21][CH:22]=2)[CH:17]=[CH:16][N:15]=1, predict the reactants needed to synthesize it. The reactants are: C(OC(N1CC(O[C:14]2[C:23]3[C:18](=[CH:19][C:20](OC)=[CH:21][CH:22]=3)[CH:17]=[CH:16][N:15]=2)CC1C(O)=O)=O)(C)(C)C.C1(B(O)O)C=CC=CC=1.CC(C)([O-])C.[Na+]. (8) Given the product [F:41][C:42]([F:57])([F:56])[C:43]1[CH:44]=[C:45]([C:46]([N:8]2[CH2:13][CH2:12][C@H:11]([N:14]3[CH2:19][CH2:18][O:17][CH2:16][CH2:15]3)[C@H:10]([C:20]3[CH:25]=[CH:24][C:23]([Cl:26])=[CH:22][CH:21]=3)[CH2:9]2)=[O:47])[CH:49]=[C:50]([C:52]([F:55])([F:54])[F:53])[CH:51]=1, predict the reactants needed to synthesize it. The reactants are: C([N:8]1[CH2:13][CH2:12][C@H:11]([N:14]2[CH2:19][CH2:18][O:17][CH2:16][CH2:15]2)[C@H:10]([C:20]2[CH:25]=[CH:24][C:23]([Cl:26])=[CH:22][CH:21]=2)[CH2:9]1)C1C=CC=CC=1.ClC(OC(Cl)=O)C.C(N(CC)CC)C.[F:41][C:42]([F:57])([F:56])[C:43]1[CH:44]=[C:45]([CH:49]=[C:50]([C:52]([F:55])([F:54])[F:53])[CH:51]=1)[C:46](Cl)=[O:47]. (9) The reactants are: [CH2:1]([O:3][C:4](=[O:15])[C:5](=O)[C:6]([CH:11]([CH3:13])[CH3:12])=[CH:7][N:8](C)C)C.Cl.[Cl:17][C:18]1[CH:23]=[CH:22][CH:21]=[C:20]([Cl:24])[C:19]=1[NH:25]N.Cl. Given the product [CH3:1][O:3][C:4]([C:5]1[N:25]([C:19]2[C:18]([Cl:17])=[CH:23][CH:22]=[CH:21][C:20]=2[Cl:24])[N:8]=[CH:7][C:6]=1[CH:11]([CH3:13])[CH3:12])=[O:15], predict the reactants needed to synthesize it.